Predict which catalyst facilitates the given reaction. From a dataset of Catalyst prediction with 721,799 reactions and 888 catalyst types from USPTO. (1) Reactant: [Br:1][C:2]1[CH:10]=[CH:9][C:5]([C:6]([OH:8])=O)=[CH:4][C:3]=1[O:11][CH3:12].C[N:14](C=O)C.[C:18](Cl)(=[O:22])[C:19](Cl)=O. Product: [Br:1][C:2]1[CH:10]=[CH:9][C:5]([C:6]([NH:14][CH2:19][CH2:18][OH:22])=[O:8])=[CH:4][C:3]=1[O:11][CH3:12]. The catalyst class is: 4. (2) Reactant: [H-].[Na+].CCCCC.[CH3:8][O:9][C:10](=[O:19])[CH2:11][C:12]1[CH:17]=[CH:16][CH:15]=[C:14]([OH:18])[CH:13]=1.C1C=CC(N([S:27]([C:30]([F:33])([F:32])[F:31])(=[O:29])=[O:28])[S:27]([C:30]([F:33])([F:32])[F:31])(=[O:29])=[O:28])=CC=1. Product: [CH3:8][O:9][C:10](=[O:19])[CH2:11][C:12]1[CH:17]=[CH:16][CH:15]=[C:14]([O:18][S:27]([C:30]([F:33])([F:32])[F:31])(=[O:29])=[O:28])[CH:13]=1. The catalyst class is: 1. (3) Reactant: [H-].[Na+].[Br:3][C:4]1[CH:5]=[C:6]([CH2:10][OH:11])[CH:7]=[N:8][CH:9]=1.Cl[CH2:13][C:14]1[CH:19]=[CH:18][C:17]([O:20][CH3:21])=[CH:16][CH:15]=1. Product: [Br:3][C:4]1[CH:9]=[N:8][CH:7]=[C:6]([CH2:10][O:11][CH2:13][C:14]2[CH:19]=[CH:18][C:17]([O:20][CH3:21])=[CH:16][CH:15]=2)[CH:5]=1. The catalyst class is: 3. (4) Reactant: [CH3:1][N:2]([CH3:18])[C:3]1[CH:8]=[CH:7][C:6]([C:9]2[C:10]([C:15]([OH:17])=O)=[CH:11][CH:12]=[CH:13][CH:14]=2)=[CH:5][CH:4]=1.[N:19]1([CH2:24][CH2:25][O:26][C:27]2[CH:33]=[CH:32][C:30]([NH2:31])=[CH:29][CH:28]=2)[CH:23]=[N:22][CH:21]=[N:20]1.ON1C2C=CC=CC=2N=N1.CN(C)CCCN=C=NCC. Product: [CH3:18][N:2]([CH3:1])[C:3]1[CH:4]=[CH:5][C:6]([C:9]2[C:10]([C:15]([NH:31][C:30]3[CH:32]=[CH:33][C:27]([O:26][CH2:25][CH2:24][N:19]4[CH:23]=[N:22][CH:21]=[N:20]4)=[CH:28][CH:29]=3)=[O:17])=[CH:11][CH:12]=[CH:13][CH:14]=2)=[CH:7][CH:8]=1. The catalyst class is: 255. (5) Reactant: [OH-].[K+].[CH2:3]([C:6]1[CH:11]=[CH:10][C:9]([C:12]#[C:13][Si](C)(C)C)=[CH:8][CH:7]=1)[CH2:4][CH3:5]. Product: [CH2:3]([C:6]1[CH:7]=[CH:8][C:9]([C:12]#[CH:13])=[CH:10][CH:11]=1)[CH2:4][CH3:5]. The catalyst class is: 5.